From a dataset of Reaction yield outcomes from USPTO patents with 853,638 reactions. Predict the reaction yield, written as a fraction of the theoretical maximum amount of product (1.0 means a 100% yield; for example, 0.34 means a 34% yield). (1) The reactants are [Cl:1][C:2]1[CH:7]=[C:6]([O:8][CH3:9])[CH:5]=[CH:4][C:3]=1[C:10]1[CH:15]=[CH:14][N:13]=[C:12]([NH:16][CH:17]([CH2:21][CH2:22][CH3:23])[CH2:18][CH2:19][CH3:20])[C:11]=1[N+:24]([O-])=O.[O-]S(S([O-])=O)=O.[Na+].[Na+]. No catalyst specified. The product is [Cl:1][C:2]1[CH:7]=[C:6]([O:8][CH3:9])[CH:5]=[CH:4][C:3]=1[C:10]1[CH:15]=[CH:14][N:13]=[C:12]([NH:16][CH:17]([CH2:21][CH2:22][CH3:23])[CH2:18][CH2:19][CH3:20])[C:11]=1[NH2:24]. The yield is 1.00. (2) The reactants are [CH2:1]([C@H:3]1[N:12]([C:13](=[O:22])[C:14]2[CH:19]=[CH:18][C:17]([O:20][CH3:21])=[CH:16][CH:15]=2)[C:11]2[C:6](=[CH:7][CH:8]=[C:9]([F:23])[CH:10]=2)[NH:5][C:4]1=[O:24])[CH3:2].Br[CH2:26][CH2:27][CH2:28][CH2:29][CH3:30].[I-].[K+].C([C@H]1N(C(=O)C2C=CC=C(OC)C=2)C2C(=CC(F)=CC=2)N(C)C1=O)C. No catalyst specified. The product is [CH2:1]([C@H:3]1[N:12]([C:13](=[O:22])[C:14]2[CH:19]=[CH:18][C:17]([O:20][CH3:21])=[CH:16][CH:15]=2)[C:11]2[C:6](=[CH:7][CH:8]=[C:9]([F:23])[CH:10]=2)[N:5]([CH2:26][CH2:27][CH2:28][CH2:29][CH3:30])[C:4]1=[O:24])[CH3:2]. The yield is 0.550. (3) The reactants are [Br:1][C:2]1[CH:3]=[C:4]2[C:9](=[CH:10][CH:11]=1)[C:8](=[O:12])[NH:7][C:6](=[O:13])/[C:5]/2=[CH:14]/OC.Cl.[CH3:18][N:19]([CH3:30])[CH2:20][CH2:21][O:22][C:23]1[CH:28]=[CH:27][C:26]([NH2:29])=[CH:25][CH:24]=1.C(N(CC)CC)C. The catalyst is CN(C)C=O. The product is [Br:1][C:2]1[CH:3]=[C:4]2[C:9](=[CH:10][CH:11]=1)[C:8](=[O:12])[NH:7][C:6](=[O:13])/[C:5]/2=[CH:14]\[NH:29][C:26]1[CH:25]=[CH:24][C:23]([O:22][CH2:21][CH2:20][N:19]([CH3:30])[CH3:18])=[CH:28][CH:27]=1. The yield is 0.820. (4) The reactants are Br[C:2]1[CH:7]=[C:6]([F:8])[C:5]([O:9][CH3:10])=[CH:4][C:3]=1[CH2:11][CH3:12].COC1C=CC=C(OC)C=1C1C=CC=CC=1P(C1CCCCC1)C1CCCCC1.[CH3:42][C:43]1([CH3:50])[C:47]([CH3:49])([CH3:48])[O:46][BH:45][O:44]1.C(N(CC)CC)C. The catalyst is O1CCOCC1.CC#N.CC#N.Cl[Pd]Cl. The product is [CH2:11]([C:3]1[CH:4]=[C:5]([O:9][CH3:10])[C:6]([F:8])=[CH:7][C:2]=1[B:45]1[O:46][C:47]([CH3:49])([CH3:48])[C:43]([CH3:50])([CH3:42])[O:44]1)[CH3:12]. The yield is 0.640. (5) The catalyst is CN(C=O)C. The product is [Cl:51][C:52]1[CH:53]=[C:54]([CH3:60])[C:55]2[NH:59][C:24]([C:9]3([NH2:8])[CH2:10][CH2:11][N:12]([C:15]4[C:16]5[CH:23]=[CH:22][NH:21][C:17]=5[N:18]=[CH:19][N:20]=4)[CH2:13][CH2:14]3)=[N:58][C:56]=2[CH:57]=1. The yield is 0.131. The reactants are C(OC([NH:8][C:9]1([C:24](O)=O)[CH2:14][CH2:13][N:12]([C:15]2[C:16]3[CH:23]=[CH:22][NH:21][C:17]=3[N:18]=[CH:19][N:20]=2)[CH2:11][CH2:10]1)=O)(C)(C)C.F[P-](F)(F)(F)(F)F.N1(OC(N(C)C)=[N+](C)C)C2N=CC=CC=2N=N1.[Cl:51][C:52]1[CH:53]=[C:54]([CH3:60])[C:55]([NH2:59])=[C:56]([NH2:58])[CH:57]=1.C(N(C(C)C)C(C)C)C.Cl.